From a dataset of Full USPTO retrosynthesis dataset with 1.9M reactions from patents (1976-2016). Predict the reactants needed to synthesize the given product. (1) The reactants are: [Cl:1][C:2]1[C:10]2[C:5](=[CH:6][CH:7]=[C:8]([NH:11][C:12]3[N:17]=[C:16]([N:18]4[CH:22]=[C:21]([CH:23]=O)[C:20]([CH3:25])=[N:19]4)[CH:15]=[CH:14][N:13]=3)[CH:9]=2)[N:4]([CH3:26])[C:3]=1[CH3:27].Cl.[O:29]1[CH2:33][C@@H:32]([OH:34])[CH2:31][NH:30]1.C(N(CC)CC)C.[BH-](OC(C)=O)(OC(C)=O)OC(C)=O.[Na+]. Given the product [Cl:1][C:2]1[C:10]2[C:5](=[CH:6][CH:7]=[C:8]([NH:11][C:12]3[N:17]=[C:16]([N:18]4[CH:22]=[C:21]([CH2:23][N:30]5[CH2:31][C@H:32]([OH:34])[CH2:33][O:29]5)[C:20]([CH3:25])=[N:19]4)[CH:15]=[CH:14][N:13]=3)[CH:9]=2)[N:4]([CH3:26])[C:3]=1[CH3:27], predict the reactants needed to synthesize it. (2) Given the product [CH:3]1[C:15]2[CH:14]([CH2:16][O:17][C:18]([N:20]3[CH2:25][CH2:24][N:23]([CH2:26][CH2:27][C:28]4[NH:40][C:36]5[CH:37]=[CH:38][CH:39]=[C:34]([F:33])[C:35]=5[N:41]=4)[CH2:22][CH2:21]3)=[O:19])[C:13]3[C:8](=[CH:9][CH:10]=[CH:11][CH:12]=3)[C:7]=2[CH:6]=[CH:5][CH:4]=1, predict the reactants needed to synthesize it. The reactants are: Cl.Cl.[CH:3]1[C:15]2[CH:14]([CH2:16][O:17][C:18]([N:20]3[CH2:25][CH2:24][N:23]([CH2:26][CH2:27][C:28](OCC)=N)[CH2:22][CH2:21]3)=[O:19])[C:13]3[C:8](=[CH:9][CH:10]=[CH:11][CH:12]=3)[C:7]=2[CH:6]=[CH:5][CH:4]=1.[F:33][C:34]1[C:35]([NH2:41])=[C:36]([NH2:40])[CH:37]=[CH:38][CH:39]=1.C(=O)([O-])[O-].[K+].[K+]. (3) The reactants are: [F:1][C:2]([F:18])([F:17])[C:3]1[CH:4]=[C:5]([C:9]2[O:13][C:12]([C:14]([OH:16])=O)=[CH:11][CH:10]=2)[CH:6]=[CH:7][CH:8]=1.C(Cl)(=O)C(Cl)=O.Cl.[CH2:26]1[O:34][C:33]2[CH:32]=[CH:31][C:30]([CH:35]3[C:39]4[NH:40][C:41]5[CH:42]=[CH:43][CH:44]=[CH:45][C:46]=5[C:47](=[O:48])[C:38]=4[CH2:37][NH:36]3)=[CH:29][C:28]=2[O:27]1. Given the product [CH2:26]1[O:34][C:33]2[CH:32]=[CH:31][C:30]([CH:35]3[C:39]4[NH:40][C:41]5[CH:42]=[CH:43][CH:44]=[CH:45][C:46]=5[C:47](=[O:48])[C:38]=4[CH2:37][N:36]3[C:14]([C:12]3[O:13][C:9]([C:5]4[CH:6]=[CH:7][CH:8]=[C:3]([C:2]([F:1])([F:18])[F:17])[CH:4]=4)=[CH:10][CH:11]=3)=[O:16])=[CH:29][C:28]=2[O:27]1, predict the reactants needed to synthesize it. (4) Given the product [CH2:1]([C:3]1[N:4]([CH2:21][C:22]2[CH:40]=[CH:39][C:25]3/[C:26](=[C:35](/[CH3:38])\[C:36]#[N:37])/[C:27]4[CH:34]=[CH:33][CH:32]=[CH:31][C:28]=4[O:29][CH2:30][C:24]=3[CH:23]=2)[CH:5]=[C:6]([C:8]2[CH:13]=[CH:12][CH:11]=[CH:10][CH:9]=2)[N:7]=1)[CH3:2], predict the reactants needed to synthesize it. The reactants are: [CH2:1]([C:3]1[NH:4][CH:5]=[C:6]([C:8]2[CH:13]=[CH:12][CH:11]=[CH:10][CH:9]=2)[N:7]=1)[CH3:2].C(=O)([O-])[O-].[K+].[K+].Cl[CH2:21][C:22]1[CH:40]=[CH:39][C:25]2/[C:26](=[C:35](/[CH3:38])\[C:36]#[N:37])/[C:27]3[CH:34]=[CH:33][CH:32]=[CH:31][C:28]=3[O:29][CH2:30][C:24]=2[CH:23]=1.C(OCC)(=O)C. (5) Given the product [CH2:1]([S:8][CH2:30][C:25]1[C:22]2[CH2:23][CH2:24][N:18]([C:16]([O:15][C:11]([CH3:13])([CH3:12])[CH3:14])=[O:17])[CH2:19][CH2:20][C:21]=2[CH:28]=[CH:27][C:26]=1[Cl:29])[C:2]1[CH:7]=[CH:6][CH:5]=[CH:4][CH:3]=1, predict the reactants needed to synthesize it. The reactants are: [CH2:1]([SH:8])[C:2]1[CH:7]=[CH:6][CH:5]=[CH:4][CH:3]=1.[H-].[Na+].[C:11]([O:15][C:16]([N:18]1[CH2:24][CH2:23][C:22]2[C:25]([CH2:30]Cl)=[C:26]([Cl:29])[CH:27]=[CH:28][C:21]=2[CH2:20][CH2:19]1)=[O:17])([CH3:14])([CH3:13])[CH3:12].O. (6) Given the product [CH2:23]([O:22][C:21]([NH:20][C@@H:19]1[C:18](=[O:31])[NH:17][C@@H:16]1[CH2:15][N:12]1[N:11]=[C:10]([CH2:9][NH:8][C:49](=[N:50][C:51]([O:53][C:54]([CH3:57])([CH3:56])[CH3:55])=[O:52])[N:48]([CH2:63][CH:64]2[CH2:65][N:66]([C:68]([O:70][C:71]([CH3:72])([CH3:74])[CH3:73])=[O:69])[CH2:67]2)[C:46]([O:45][C:41]([CH3:44])([CH3:42])[CH3:43])=[O:47])[CH:14]=[N:13]1)=[O:30])[C:24]1[CH:29]=[CH:28][CH:27]=[CH:26][CH:25]=1, predict the reactants needed to synthesize it. The reactants are: FC(F)(F)C(O)=O.[NH2:8][CH2:9][C:10]1[CH:14]=[N:13][N:12]([CH2:15][C@@H:16]2[C@H:19]([NH:20][C:21](=[O:30])[O:22][CH2:23][C:24]3[CH:29]=[CH:28][CH:27]=[CH:26][CH:25]=3)[C:18](=[O:31])[NH:17]2)[N:11]=1.CCN(C(C)C)C(C)C.[C:41]([O:45][C:46]([N:48]([CH2:63][CH:64]1[CH2:67][N:66]([C:68]([O:70][C:71]([CH3:74])([CH3:73])[CH3:72])=[O:69])[CH2:65]1)[C:49](N1C=CC=N1)=[N:50][C:51]([O:53][C:54]([CH3:57])([CH3:56])[CH3:55])=[O:52])=[O:47])([CH3:44])([CH3:43])[CH3:42]. (7) Given the product [Br:2][C:3]1[CH:4]=[CH:5][C:6]([C:7](=[NH:11])[O:8][CH2:9][CH3:10])=[CH:12][CH:13]=1, predict the reactants needed to synthesize it. The reactants are: Cl.[Br:2][C:3]1[CH:13]=[CH:12][C:6]([C:7](=[NH:11])[O:8][CH2:9][CH3:10])=[CH:5][CH:4]=1. (8) Given the product [Cl:17][CH2:18][C:19]1[N:11]2[N:10]=[C:9]([NH:8][C:4]3[CH:5]=[CH:6][CH:7]=[C:2]([Cl:1])[CH:3]=3)[CH:14]=[CH:13][C:12]2=[N:15][N:16]=1, predict the reactants needed to synthesize it. The reactants are: [Cl:1][C:2]1[CH:3]=[C:4]([NH:8][C:9]2[N:10]=[N:11][C:12]([NH:15][NH2:16])=[CH:13][CH:14]=2)[CH:5]=[CH:6][CH:7]=1.[Cl:17][CH2:18][C:19](OC)(OC)OC. (9) Given the product [CH2:29]([C:21]1[N:1]=[C:2]2[S:6][C:5]3[CH2:7][CH2:8][CH2:9][CH2:10][C:4]=3[C:3]2=[C:11]([C:13]2[CH:18]=[CH:17][C:16]([CH3:19])=[CH:15][CH:14]=2)[C:22]=1[CH2:23][C:24]([O:26][CH2:27][CH3:28])=[O:25])[CH3:30], predict the reactants needed to synthesize it. The reactants are: [NH2:1][C:2]1[S:6][C:5]2[CH2:7][CH2:8][CH2:9][CH2:10][C:4]=2[C:3]=1[C:11]([C:13]1[CH:18]=[CH:17][C:16]([CH3:19])=[CH:15][CH:14]=1)=O.O=[C:21]([CH2:29][CH3:30])[CH2:22][CH2:23][C:24]([O:26][CH2:27][CH3:28])=[O:25].Cl[Si](C)(C)C. (10) Given the product [C:9]([O:8][C:6]([N:13]1[CH2:16][C:15]([C:30]2[CH:29]=[CH:28][C:27]([O:26][CH2:19][C:20]3[CH:25]=[CH:24][CH:23]=[CH:22][CH:21]=3)=[CH:32][C:31]=2[O:33][CH2:34][C:35]2[CH:36]=[CH:37][CH:38]=[CH:39][CH:40]=2)([OH:17])[CH2:14]1)=[O:7])([CH3:12])([CH3:11])[CH3:10], predict the reactants needed to synthesize it. The reactants are: C([Li])CCC.[C:6]([N:13]1[CH2:16][C:15](=[O:17])[CH2:14]1)([O:8][C:9]([CH3:12])([CH3:11])[CH3:10])=[O:7].Cl.[CH2:19]([O:26][C:27]1[CH:32]=[C:31]([O:33][CH2:34][C:35]2[CH:40]=[CH:39][CH:38]=[CH:37][CH:36]=2)[CH:30]=[CH:29][C:28]=1Br)[C:20]1[CH:25]=[CH:24][CH:23]=[CH:22][CH:21]=1.